This data is from Catalyst prediction with 721,799 reactions and 888 catalyst types from USPTO. The task is: Predict which catalyst facilitates the given reaction. Reactant: [O:1]1[C:5]2[CH:6]=[CH:7][C:8]([CH2:10][NH:11][CH3:12])=[CH:9][C:4]=2[CH:3]=[CH:2]1.Cl.[O:14]=[C:15]1[NH:24][C:23]2[N:22]=[CH:21][C:20]([CH:25]=[CH:26][C:27]([OH:29])=O)=[CH:19][C:18]=2[CH2:17][CH2:16]1.C1C=CC2N(O)N=NC=2C=1.CCN(C(C)C)C(C)C.CCN=C=NCCCN(C)C.Cl. Product: [O:1]1[C:5]2[CH:6]=[CH:7][C:8]([CH2:10][N:11]([CH3:12])[C:27](=[O:29])/[CH:26]=[CH:25]/[C:20]3[CH:21]=[N:22][C:23]4[NH:24][C:15](=[O:14])[CH2:16][CH2:17][C:18]=4[CH:19]=3)=[CH:9][C:4]=2[CH:3]=[CH:2]1. The catalyst class is: 18.